Dataset: Forward reaction prediction with 1.9M reactions from USPTO patents (1976-2016). Task: Predict the product of the given reaction. (1) Given the reactants C([C:8]([NH2:12])([OH:11])[CH2:9][CH3:10])(OC(C)(C)C)=O.[OH:13][C:14]([CH:16]([C:18]1[CH:27]=[CH:26][C:21]([CH2:22][CH:23]([CH3:25])[CH3:24])=[CH:20][CH:19]=1)[CH3:17])=[O:15].[ClH:28].C(OCC)(=O)C.C(OCC)C, predict the reaction product. The product is: [NH2:12][CH:8]([OH:11])[CH2:9][CH3:10].[ClH:28].[OH:15][C:14]([CH:16]([C:18]1[CH:19]=[CH:20][C:21]([CH2:22][CH:23]([CH3:24])[CH3:25])=[CH:26][CH:27]=1)[CH3:17])=[O:13]. (2) Given the reactants Cl.[NH2:2][CH2:3][C:4]1[CH:9]=[CH:8][C:7]([S:10][C:11]([CH3:20])([CH3:19])[C:12]([O:14][C:15]([CH3:18])([CH3:17])[CH3:16])=[O:13])=[CH:6][CH:5]=1.[Cl:21][C:22]1[CH:27]=[C:26](Cl)[N:25]=[CH:24][N:23]=1.C(N(CC)CC)C.O, predict the reaction product. The product is: [Cl:21][C:22]1[N:23]=[CH:24][N:25]=[C:26]([NH:2][CH2:3][C:4]2[CH:5]=[CH:6][C:7]([S:10][C:11]([CH3:20])([CH3:19])[C:12]([O:14][C:15]([CH3:18])([CH3:17])[CH3:16])=[O:13])=[CH:8][CH:9]=2)[CH:27]=1. (3) Given the reactants CN1CCN(CC2CCCN(C3C=CC([N+]([O-])=O)=CC=3)C2)CC1.[CH3:24][O:25][C:26]1[CH:27]=[C:28]([N:35]2[CH2:40][CH2:39][CH2:38][C@@H:37]([C:41]([N:43]3[CH2:48][CH2:47][N:46]([CH3:49])[CH2:45][CH2:44]3)=O)[CH2:36]2)[CH:29]=[CH:30][C:31]=1[N+:32]([O-:34])=[O:33], predict the reaction product. The product is: [CH3:24][O:25][C:26]1[CH:27]=[C:28]([N:35]2[CH2:40][CH2:39][CH2:38][C@@H:37]([CH2:41][N:43]3[CH2:44][CH2:45][N:46]([CH3:49])[CH2:47][CH2:48]3)[CH2:36]2)[CH:29]=[CH:30][C:31]=1[N+:32]([O-:34])=[O:33]. (4) Given the reactants [CH3:1][C:2]1[O:6][C:5]([C:7]2[CH:12]=[CH:11][C:10]([CH3:13])=[CH:9][CH:8]=2)=[N:4][C:3]=1[CH2:14][CH2:15][O:16][C:17]1[CH:18]=[C:19]2[C:23](=[CH:24][CH:25]=1)[C@H:22]([CH2:26][C:27]([O:29]CC)=[O:28])[CH2:21][CH2:20]2.[Li+].[OH-].O.Cl, predict the reaction product. The product is: [CH3:1][C:2]1[O:6][C:5]([C:7]2[CH:8]=[CH:9][C:10]([CH3:13])=[CH:11][CH:12]=2)=[N:4][C:3]=1[CH2:14][CH2:15][O:16][C:17]1[CH:18]=[C:19]2[C:23](=[CH:24][CH:25]=1)[C@H:22]([CH2:26][C:27]([OH:29])=[O:28])[CH2:21][CH2:20]2. (5) Given the reactants [CH3:1][C:2]1[CH:3]=[CH:4][C:5]([S:8][CH3:9])=[N:6][CH:7]=1.[OH-:10].[Na+].CC(O)=[O:14], predict the reaction product. The product is: [CH3:9][S:8]([C:5]1[CH:4]=[CH:3][C:2]([CH3:1])=[CH:7][N:6]=1)=[O:14].[CH3:9][S:8]([C:5]1[CH:4]=[CH:3][C:2]([CH3:1])=[CH:7][N:6]=1)(=[O:14])=[O:10]. (6) The product is: [CH3:12][O:11][C:9](=[O:10])[CH2:8][C:2]1[O:1][CH:14]=[CH:15][C:3]=1[C:4]([O:6][CH3:7])=[O:5]. Given the reactants [O:1]=[C:2]([CH2:8][C:9]([O:11][CH3:12])=[O:10])[CH2:3][C:4]([O:6][CH3:7])=[O:5].Cl[CH2:14][CH:15]=O, predict the reaction product. (7) Given the reactants [OH:1][C:2]1[CH:3]=[C:4]([N+:14]([O-:16])=[O:15])[C:5]([CH2:8][C:9]([O:11][CH2:12][CH3:13])=[O:10])=[N:6][CH:7]=1.[C:17](=O)([O-])[O-].[K+].[K+].CN(C)C=O.CI, predict the reaction product. The product is: [CH3:17][O:1][C:2]1[CH:3]=[C:4]([N+:14]([O-:16])=[O:15])[C:5]([CH2:8][C:9]([O:11][CH2:12][CH3:13])=[O:10])=[N:6][CH:7]=1. (8) Given the reactants Cl[C:2]1[N:7]=[C:6]2[N:8]=[CH:9][CH:10]=[C:11]([O:12][C:13]3[CH:18]=[CH:17][C:16]([NH:19][C:20](=[O:26])[O:21][C:22]([CH3:25])([CH3:24])[CH3:23])=[C:15]([F:27])[CH:14]=3)[C:5]2=[N:4][CH:3]=1.[CH3:28][NH:29][CH3:30], predict the reaction product. The product is: [CH3:28][N:29]([CH3:30])[C:2]1[N:7]=[C:6]2[N:8]=[CH:9][CH:10]=[C:11]([O:12][C:13]3[CH:18]=[CH:17][C:16]([NH:19][C:20](=[O:26])[O:21][C:22]([CH3:25])([CH3:24])[CH3:23])=[C:15]([F:27])[CH:14]=3)[C:5]2=[N:4][CH:3]=1. (9) Given the reactants [S:1]1[CH:5]=[CH:4][N:3]=[C:2]1[C:6]1[CH:14]=[CH:13][CH:12]=[C:11]2[C:7]=1[CH2:8][C:9](=[O:15])[NH:10]2.[CH3:16][C:17]1[C:21]([C:22]([N:24]2[CH2:29][CH2:28][N:27]([CH3:30])[CH2:26][CH2:25]2)=[O:23])=[C:20]([CH3:31])[NH:19][C:18]=1[CH:32]=O, predict the reaction product. The product is: [CH3:16][C:17]1[C:21]([C:22]([N:24]2[CH2:25][CH2:26][N:27]([CH3:30])[CH2:28][CH2:29]2)=[O:23])=[C:20]([CH3:31])[NH:19][C:18]=1[CH:32]=[C:8]1[C:7]2[C:11](=[CH:12][CH:13]=[CH:14][C:6]=2[C:2]2[S:1][CH:5]=[CH:4][N:3]=2)[NH:10][C:9]1=[O:15]. (10) The product is: [CH3:27][S:28]([O:14][C@@H:15]1[CH2:19][CH2:18][N:17]([C:20]([O:22][C:23]([CH3:26])([CH3:25])[CH3:24])=[O:21])[CH2:16]1)(=[O:30])=[O:29]. Given the reactants N1CC[C@H](/C=C/C2C=NC=NC=2)C1.[OH:14][C@@H:15]1[CH2:19][CH2:18][N:17]([C:20]([O:22][C:23]([CH3:26])([CH3:25])[CH3:24])=[O:21])[CH2:16]1.[CH3:27][S:28](Cl)(=[O:30])=[O:29], predict the reaction product.